From a dataset of Forward reaction prediction with 1.9M reactions from USPTO patents (1976-2016). Predict the product of the given reaction. Given the reactants [C:1]1([C:7]2[N:11]([C:12]([C:25]3[CH:30]=[CH:29][CH:28]=[CH:27][CH:26]=3)([C:19]3[CH:24]=[CH:23][CH:22]=[CH:21][CH:20]=3)[C:13]3[CH:18]=[CH:17][CH:16]=[CH:15][CH:14]=3)[N:10]=[N:9][N:8]=2)[CH:6]=[CH:5][CH:4]=[CH:3][CH:2]=1.[B:31](OC(C)C)([O:36]C(C)C)[O:32]C(C)C, predict the reaction product. The product is: [C:12]([N:11]1[C:7]([C:1]2[CH:6]=[CH:5][CH:4]=[CH:3][C:2]=2[B:31]([OH:36])[OH:32])=[N:8][N:9]=[N:10]1)([C:25]1[CH:26]=[CH:27][CH:28]=[CH:29][CH:30]=1)([C:13]1[CH:18]=[CH:17][CH:16]=[CH:15][CH:14]=1)[C:19]1[CH:20]=[CH:21][CH:22]=[CH:23][CH:24]=1.